This data is from Catalyst prediction with 721,799 reactions and 888 catalyst types from USPTO. The task is: Predict which catalyst facilitates the given reaction. (1) Reactant: [NH2:1][C:2]1[C:3]([C:9]([OH:11])=O)=[N:4][C:5]([Br:8])=[CH:6][N:7]=1.O.ON1C2C=CC=CC=2N=N1.[S:23]1[CH:27]=[CH:26][CH:25]=[C:24]1[CH2:28][CH2:29][NH2:30].Cl.CN(C)CCCN=C=NCC. Product: [NH2:1][C:2]1[C:3]([C:9]([NH:30][CH2:29][CH2:28][C:24]2[S:23][CH:27]=[CH:26][CH:25]=2)=[O:11])=[N:4][C:5]([Br:8])=[CH:6][N:7]=1. The catalyst class is: 10. (2) Reactant: [C:1]12([CH2:11][C:12]([NH:14][C:15]3[C:24]([CH3:25])=[CH:23][CH:22]=[C:21]4[C:16]=3[CH:17]=[CH:18][C:19](Cl)=[N:20]4)=[O:13])[CH2:10][CH:5]3[CH2:6][CH:7]([CH2:9][CH:3]([CH2:4]3)[CH2:2]1)[CH2:8]2.[C:27](=[O:30])([O-])[O-].[K+].[K+].[NH:33]1[CH2:37][CH2:36][C@H:35]([NH:38][C:39](=[O:45])[O:40][C:41]([CH3:44])([CH3:43])[CH3:42])[CH2:34]1.O. Product: [C:1]12([CH2:11][C:12]([NH:14][C:15]3[C:24]([CH3:25])=[CH:23][CH:22]=[C:21]4[C:16]=3[CH:17]=[CH:18][C:19]([N:33]3[CH2:37][CH2:36][C@H:35]([NH:38][C:27]([N:33]5[CH2:37][CH2:36][C@H:35]([NH:38][C:39](=[O:45])[O:40][C:41]([CH3:42])([CH3:44])[CH3:43])[CH2:34]5)=[O:30])[CH2:34]3)=[N:20]4)=[O:13])[CH2:10][CH:5]3[CH2:6][CH:7]([CH2:9][CH:3]([CH2:4]3)[CH2:2]1)[CH2:8]2. The catalyst class is: 60.